Task: Binary Classification. Given a drug SMILES string, predict its activity (active/inactive) in a high-throughput screening assay against a specified biological target.. Dataset: Kir2.1 potassium channel HTS with 301,493 compounds (1) The molecule is Clc1c(CN2C(=O)/C(=C\N3CCOCC3)C(=O)NC2=O)cccc1. The result is 0 (inactive). (2) The drug is Clc1c(c(NC(=O)Cn2cc(S(=O)(=O)N3CCCC3)nc2)ccc1)C. The result is 0 (inactive). (3) The molecule is o1c2c(c(c(c1=O)CC(O)=O)C)ccc(OCc1cc(cc(c1)C)C)c2C. The result is 0 (inactive). (4) The drug is S(=O)(=O)(N1CC(CCC1)C(=O)c1ccc(cc1)C(F)(F)F)N(C)C. The result is 0 (inactive). (5) The compound is S(=O)(=O)(N)c1ccc(CCNC(=O)CSc2n3c(nn2)cccc3)cc1. The result is 0 (inactive). (6) The drug is FC(F)(F)c1ccc(Oc2ccc(OC(C)C)cc2)nc1. The result is 0 (inactive). (7) The drug is S(c1n(c(nn1)CNC(=O)C12CC3CC(C1)CC(C2)C3)CCCC)CC(=O)Nc1sc(nn1)C. The result is 0 (inactive).